Regression. Given two drug SMILES strings and cell line genomic features, predict the synergy score measuring deviation from expected non-interaction effect. From a dataset of NCI-60 drug combinations with 297,098 pairs across 59 cell lines. (1) Drug 1: C1CC(=O)NC(=O)C1N2CC3=C(C2=O)C=CC=C3N. Drug 2: C(CN)CNCCSP(=O)(O)O. Cell line: TK-10. Synergy scores: CSS=7.10, Synergy_ZIP=-1.02, Synergy_Bliss=1.86, Synergy_Loewe=1.56, Synergy_HSA=1.51. (2) Drug 1: C1C(C(OC1N2C=C(C(=O)NC2=O)F)CO)O. Drug 2: CNC(=O)C1=NC=CC(=C1)OC2=CC=C(C=C2)NC(=O)NC3=CC(=C(C=C3)Cl)C(F)(F)F. Cell line: HCT116. Synergy scores: CSS=29.8, Synergy_ZIP=-4.41, Synergy_Bliss=1.72, Synergy_Loewe=-29.1, Synergy_HSA=0.184. (3) Drug 1: C1=NC(=NC(=O)N1C2C(C(C(O2)CO)O)O)N. Drug 2: C1=CN(C=N1)CC(O)(P(=O)(O)O)P(=O)(O)O. Cell line: IGROV1. Synergy scores: CSS=17.1, Synergy_ZIP=-2.01, Synergy_Bliss=-2.38, Synergy_Loewe=-3.46, Synergy_HSA=-1.67. (4) Drug 1: CN1CCC(CC1)COC2=C(C=C3C(=C2)N=CN=C3NC4=C(C=C(C=C4)Br)F)OC. Drug 2: C1=CC(=CC=C1C#N)C(C2=CC=C(C=C2)C#N)N3C=NC=N3. Cell line: SK-MEL-2. Synergy scores: CSS=0.605, Synergy_ZIP=-0.522, Synergy_Bliss=0.695, Synergy_Loewe=-2.11, Synergy_HSA=-1.23. (5) Drug 1: C1=CC(=CC=C1CCCC(=O)O)N(CCCl)CCCl. Drug 2: C1=NNC2=C1C(=O)NC=N2. Cell line: SF-539. Synergy scores: CSS=18.7, Synergy_ZIP=0.144, Synergy_Bliss=-6.67, Synergy_Loewe=-21.7, Synergy_HSA=-5.93. (6) Drug 1: CN(C)N=NC1=C(NC=N1)C(=O)N. Drug 2: N.N.Cl[Pt+2]Cl. Cell line: A549. Synergy scores: CSS=-0.839, Synergy_ZIP=0.113, Synergy_Bliss=0.724, Synergy_Loewe=-1.90, Synergy_HSA=-1.51. (7) Drug 1: CN1C(=O)N2C=NC(=C2N=N1)C(=O)N. Drug 2: CNC(=O)C1=NC=CC(=C1)OC2=CC=C(C=C2)NC(=O)NC3=CC(=C(C=C3)Cl)C(F)(F)F. Cell line: RXF 393. Synergy scores: CSS=-2.84, Synergy_ZIP=0.0403, Synergy_Bliss=-2.95, Synergy_Loewe=-1.85, Synergy_HSA=-4.13. (8) Drug 1: C1CCC(C1)C(CC#N)N2C=C(C=N2)C3=C4C=CNC4=NC=N3. Drug 2: C1CCC(CC1)NC(=O)N(CCCl)N=O. Cell line: CCRF-CEM. Synergy scores: CSS=20.0, Synergy_ZIP=-2.68, Synergy_Bliss=-4.48, Synergy_Loewe=-14.3, Synergy_HSA=-5.74.